Dataset: Forward reaction prediction with 1.9M reactions from USPTO patents (1976-2016). Task: Predict the product of the given reaction. (1) The product is: [CH2:1]([CH:5]1[N:6]2[C:7](=[CH:30][C:29](=[O:31])[C:23]([C:24]([OH:26])=[O:25])=[CH:22]2)[C:8]2[CH:9]=[C:10]([O:17][CH3:18])[C:11]([O:15][CH3:16])=[CH:12][C:13]=2[CH2:14]1)[CH:2]([CH3:4])[CH3:3]. Given the reactants [CH2:1]([CH:5]1[CH2:14][C:13]2[C:8](=[CH:9][C:10]([O:17][CH3:18])=[C:11]([O:15][CH3:16])[CH:12]=2)[CH:7]=[N:6]1)[CH:2]([CH3:4])[CH3:3].CN([CH:22]=[C:23]([C:29](=[O:31])[CH3:30])[C:24]([O:26]CC)=[O:25])C.Cl.O1CCOCC1, predict the reaction product. (2) Given the reactants [C:1]1(=[N:13][OH:14])[CH2:12][CH2:11][CH2:10][CH2:9][CH2:8][CH2:7][CH2:6][CH2:5][CH2:4][CH2:3][CH2:2]1.[CH:15]1([N:21]=[C:22]=[N:23][CH:24]2[CH2:29][CH2:28][CH2:27][CH2:26][CH2:25]2)[CH2:20][CH2:19][CH2:18][CH2:17][CH2:16]1, predict the reaction product. The product is: [CH:24]1([NH:23][C:22](=[N:21][CH:15]2[CH2:20][CH2:19][CH2:18][CH2:17][CH2:16]2)[O:14][N:13]=[C:1]2[CH2:12][CH2:11][CH2:10][CH2:9][CH2:8][CH2:7][CH2:6][CH2:5][CH2:4][CH2:3][CH2:2]2)[CH2:25][CH2:26][CH2:27][CH2:28][CH2:29]1. (3) Given the reactants I[C:2]1[N:6]([CH2:7][O:8][CH2:9][CH2:10][Si:11]([CH3:14])([CH3:13])[CH3:12])[N:5]=[CH:4][C:3]=1[NH:15][C:16](=[O:22])[O:17][C:18]([CH3:21])([CH3:20])[CH3:19].[Cl:23][C:24]1[CH:25]=[C:26](B2OC(C)(C)C(C)(C)O2)[C:27]([O:30][CH3:31])=[N:28][CH:29]=1.COC1C=CC=C(OC)C=1C1C=CC=CC=1P(C1CCCCC1)C1CCCCC1.P([O-])([O-])([O-])=O.[K+].[K+].[K+], predict the reaction product. The product is: [Cl:23][C:24]1[CH:25]=[C:26]([C:2]2[N:6]([CH2:7][O:8][CH2:9][CH2:10][Si:11]([CH3:14])([CH3:13])[CH3:12])[N:5]=[CH:4][C:3]=2[NH:15][C:16](=[O:22])[O:17][C:18]([CH3:21])([CH3:20])[CH3:19])[C:27]([O:30][CH3:31])=[N:28][CH:29]=1. (4) Given the reactants [Br:1][C:2]1[C:3]([F:12])=[C:4]2[C:10]([NH2:11])=[CH:9][NH:8][C:5]2=[N:6][CH:7]=1.[CH:13]1([C:18](Cl)=[O:19])[CH2:17][CH2:16][CH2:15][CH2:14]1, predict the reaction product. The product is: [Br:1][C:2]1[C:3]([F:12])=[C:4]2[C:10]([NH:11][C:18]([CH:13]3[CH2:17][CH2:16][CH2:15][CH2:14]3)=[O:19])=[CH:9][NH:8][C:5]2=[N:6][CH:7]=1. (5) The product is: [Cl:1][C:2]1[CH:3]=[CH:4][C:5]([CH2:8][NH2:9])=[N:6][CH:7]=1. Given the reactants [Cl:1][C:2]1[CH:3]=[CH:4][C:5]([C:8]#[N:9])=[N:6][CH:7]=1, predict the reaction product. (6) Given the reactants [C:1]1([C@H:7]2[C:16]3[C:11](=[CH:12][CH:13]=[CH:14][CH:15]=3)[CH2:10][CH2:9][NH:8]2)[CH:6]=[CH:5][CH:4]=[CH:3][CH:2]=1.[C:17]1([O:23][C:24](=O)[O:25]C2C=CC=CC=2)[CH:22]=[CH:21][CH:20]=[CH:19][CH:18]=1.CN(C1C=CC=CN=1)C, predict the reaction product. The product is: [C:1]1([C@H:7]2[C:16]3[C:11](=[CH:12][CH:13]=[CH:14][CH:15]=3)[CH2:10][CH2:9][N:8]2[C:24]([O:23][C:17]2[CH:22]=[CH:21][CH:20]=[CH:19][CH:18]=2)=[O:25])[CH:2]=[CH:3][CH:4]=[CH:5][CH:6]=1. (7) Given the reactants [CH3:1][C:2]1[N:7]=[C:6]([NH2:8])[CH:5]=[CH:4][N:3]=1.[Cl:9][CH2:10][C:11](Cl)=[O:12], predict the reaction product. The product is: [Cl:9][CH2:10][C:11]([NH:8][C:6]1[CH:5]=[CH:4][N:3]=[C:2]([CH3:1])[N:7]=1)=[O:12]. (8) The product is: [Br:1][C:2]1[CH:3]=[C:4]([N:9]2[C:13](=[O:14])[O:12][N:11]=[C:10]2[C:15]2[C:16]([NH:20][CH2:21][CH2:22][NH:23][S:24]([NH2:27])(=[O:25])=[O:26])=[N:17][O:18][N:19]=2)[CH:5]=[CH:6][C:7]=1[F:8]. Given the reactants [Br:1][C:2]1[CH:3]=[C:4]([N:9]2[C:13](=[O:14])[O:12][N:11]=[C:10]2[C:15]2[C:16]([NH:20][CH2:21][CH2:22][N:23](CC3C=CC(OC)=CC=3)[S:24]([N:27](CC3C=CC(OC)=CC=3)C(=O)OC(C)(C)C)(=[O:26])=[O:25])=[N:17][O:18][N:19]=2)[CH:5]=[CH:6][C:7]=1[F:8].FC(F)(F)C(O)=O, predict the reaction product.